The task is: Predict the reactants needed to synthesize the given product.. This data is from Full USPTO retrosynthesis dataset with 1.9M reactions from patents (1976-2016). (1) Given the product [NH:1]1[CH2:2][CH:3]([C:11]([O:13][CH3:14])=[O:12])[CH2:4][CH:5]([C:7]([O:9][CH3:10])=[O:8])[CH2:6]1, predict the reactants needed to synthesize it. The reactants are: [N:1]1[CH:6]=[C:5]([C:7]([O:9][CH3:10])=[O:8])[CH:4]=[C:3]([C:11]([O:13][CH3:14])=[O:12])[CH:2]=1. (2) Given the product [Br-:10].[CH3:24][C:13]1[C:12]([CH2:11][N+:3]2[C:2]([Cl:1])=[C:6]([Cl:7])[N:5]([CH2:26][C:27]3[C:36]4[C:31](=[CH:32][CH:33]=[CH:34][CH:35]=4)[CH:30]=[CH:29][CH:28]=3)[CH:4]=2)=[C:17]([CH3:18])[C:16]([CH2:19][N+:3]2[C:2]([Cl:1])=[C:6]([Cl:7])[N:5]([CH2:39][C:38]3[C:34]4[C:37](=[CH:38][CH:39]=[CH:32][CH:33]=4)[CH:41]=[CH:41][CH:37]=3)[CH:4]=2)=[C:15]([CH3:21])[C:14]=1[CH2:22][N+:3]1[C:2]([Cl:1])=[C:6]([Cl:7])[N:5]([CH2:41][C:37]2[C:36]3[C:27](=[CH:28][CH:29]=[CH:30][CH:31]=3)[CH:26]=[CH:39][CH:38]=2)[CH:4]=1.[Br-:25].[Br-:10], predict the reactants needed to synthesize it. The reactants are: [Cl:1][C:2]1[N:3]=[CH:4][NH:5][C:6]=1[Cl:7].[OH-].[K+].[Br:10][CH2:11][C:12]1[C:17]([CH3:18])=[C:16]([CH2:19]Br)[C:15]([CH3:21])=[C:14]([CH2:22]Br)[C:13]=1[CH3:24].[Br:25][CH2:26][C:27]1[C:36]2[C:31](=[CH:32][CH:33]=[CH:34][CH:35]=2)[CH:30]=[CH:29][CH:28]=1.[CH2:37]1[CH2:41]O[CH2:39][CH2:38]1. (3) Given the product [CH:1]1([CH2:6][C@H:7]([C:22]2[CH:27]=[CH:26][C:25]([S:28][CH:29]([CH3:31])[CH3:30])=[CH:24][CH:23]=2)[C:8]([OH:9])=[O:33])[CH2:2][CH2:3][CH2:4][CH2:5]1, predict the reactants needed to synthesize it. The reactants are: [CH:1]1([CH2:6][C@H:7]([C:22]2[CH:27]=[CH:26][C:25]([S:28][CH:29]([CH3:31])[CH3:30])=[CH:24][CH:23]=2)[C:8](N([C@H](C)[C@H](O)C2C=CC=CC=2)C)=[O:9])[CH2:5][CH2:4][CH2:3][CH2:2]1.S(=O)(=O)(O)[OH:33]. (4) The reactants are: P(C(C)(C)C)(C(C)(C)C)C(C)(C)C.Br[C:15]1[CH:16]=[C:17]2[C:22](=[CH:23][CH:24]=1)[N:21]([CH:25]1[CH2:29][CH2:28][N:27]([C:30]([O:32][C:33]([CH3:36])([CH3:35])[CH3:34])=[O:31])[CH2:26]1)[CH2:20][CH2:19][CH2:18]2.[F-].C([N+:42](CCCC)(CCCC)CCCC)CCC. Given the product [NH2:42][C:15]1[CH:16]=[C:17]2[C:22](=[CH:23][CH:24]=1)[N:21]([CH:25]1[CH2:29][CH2:28][N:27]([C:30]([O:32][C:33]([CH3:36])([CH3:35])[CH3:34])=[O:31])[CH2:26]1)[CH2:20][CH2:19][CH2:18]2, predict the reactants needed to synthesize it. (5) Given the product [CH2:10]([NH:17][CH:4]1[CH2:5][CH2:6][CH2:7][C:2]([CH3:9])([CH3:1])[CH2:3]1)[C:11]1[CH:16]=[CH:15][CH:14]=[CH:13][CH:12]=1, predict the reactants needed to synthesize it. The reactants are: [CH3:1][C:2]1([CH3:9])[CH2:7][CH2:6][CH2:5][C:4](=O)[CH2:3]1.[CH2:10]([NH2:17])[C:11]1[CH:16]=[CH:15][CH:14]=[CH:13][CH:12]=1.C(O[BH-](OC(=O)C)OC(=O)C)(=O)C.[Na+].C(O)(=O)C.